This data is from Reaction yield outcomes from USPTO patents with 853,638 reactions. The task is: Predict the reaction yield, written as a fraction of the theoretical maximum amount of product (1.0 means a 100% yield; for example, 0.34 means a 34% yield). (1) The reactants are [NH2:1][CH2:2][CH2:3][C:4]([NH2:6])=[O:5].[Br:7][C:8]1[CH:9]=[CH:10][C:11]([S:14](Cl)(=[O:16])=[O:15])=[N:12][CH:13]=1. No catalyst specified. The product is [Br:7][C:8]1[CH:9]=[CH:10][C:11]([S:14]([NH:1][CH2:2][CH2:3][C:4]([NH2:6])=[O:5])(=[O:16])=[O:15])=[N:12][CH:13]=1. The yield is 0.880. (2) The reactants are [Br:1][C:2]1[N:7]=[C:6]([C:8](O)=[O:9])[CH:5]=[C:4]([N+:11]([O-])=O)[CH:3]=1.B.C1COCC1.C(O)(=O)C. The catalyst is C1COCC1.[Fe]. The product is [NH2:11][C:4]1[CH:3]=[C:2]([Br:1])[N:7]=[C:6]([CH2:8][OH:9])[CH:5]=1. The yield is 0.340. (3) The reactants are [N-:1]=[N+:2]=[N-:3].[Na+].Br[CH2:6][C:7]1[CH:22]=[CH:21][C:10]([CH2:11][C:12]2[CH:17]=[CH:16][C:15]([N+:18]([O-:20])=[O:19])=[CH:14][CH:13]=2)=[CH:9][CH:8]=1.O. The catalyst is CN(C)C=O. The product is [N:1]([CH2:6][C:7]1[CH:8]=[CH:9][C:10]([CH2:11][C:12]2[CH:17]=[CH:16][C:15]([N+:18]([O-:20])=[O:19])=[CH:14][CH:13]=2)=[CH:21][CH:22]=1)=[N+:2]=[N-:3]. The yield is 0.620. (4) The reactants are C([O:3][C:4]([C:6]1[NH:7][C:8]2[C:13]([C:14]=1[CH2:15][N:16]([CH2:23][C:24]1[CH:29]=[C:28]([C:30]([F:33])([F:32])[F:31])[CH:27]=[C:26]([C:34]([F:37])([F:36])[F:35])[CH:25]=1)[C:17]1[N:18]=[N:19][N:20]([CH3:22])[N:21]=1)=[CH:12][CH:11]=[CH:10][CH:9]=2)=[O:5])C.[OH-].[Na+]. The catalyst is C(O)C. The product is [F:36][C:34]([F:35])([F:37])[C:26]1[CH:25]=[C:24]([CH:29]=[C:28]([C:30]([F:33])([F:31])[F:32])[CH:27]=1)[CH2:23][N:16]([CH2:15][C:14]1[C:13]2[C:8](=[CH:9][CH:10]=[CH:11][CH:12]=2)[NH:7][C:6]=1[C:4]([OH:5])=[O:3])[C:17]1[N:18]=[N:19][N:20]([CH3:22])[N:21]=1. The yield is 0.530.